Dataset: Forward reaction prediction with 1.9M reactions from USPTO patents (1976-2016). Task: Predict the product of the given reaction. (1) The product is: [Cl:1][C:2]1[CH:7]=[C:6]([F:8])[CH:5]=[CH:4][C:3]=1[C:9](=[N:22][OH:23])[CH2:10][C:11]1[CH:16]=[CH:15][C:14]([C:17]([F:20])([F:19])[F:18])=[CH:13][N:12]=1. Given the reactants [Cl:1][C:2]1[CH:7]=[C:6]([F:8])[CH:5]=[CH:4][C:3]=1[C:9](=O)[CH2:10][C:11]1[CH:16]=[CH:15][C:14]([C:17]([F:20])([F:19])[F:18])=[CH:13][N:12]=1.[NH2:22][OH:23].C(N(CC)CC)C.C(O)C, predict the reaction product. (2) The product is: [CH3:10][C:9]1[CH:8]=[CH:7][C:4]([CH:5]=[O:6])=[CH:3][C:2]=1[B:11]1[O:15][C:14]([CH3:17])([CH3:16])[C:13]([CH3:19])([CH3:18])[O:12]1. Given the reactants Br[C:2]1[CH:3]=[C:4]([CH:7]=[CH:8][C:9]=1[CH3:10])[CH:5]=[O:6].[B:11]1([B:11]2[O:15][C:14]([CH3:17])([CH3:16])[C:13]([CH3:19])([CH3:18])[O:12]2)[O:15][C:14]([CH3:17])([CH3:16])[C:13]([CH3:19])([CH3:18])[O:12]1.C([O-])(=O)C.[K+], predict the reaction product. (3) Given the reactants [CH:1]1([CH2:4][C:5]2([C:18]([O:20]C)=[O:19])[CH2:10][CH2:9][N:8]([C:11]([O:13][C:14]([CH3:17])([CH3:16])[CH3:15])=[O:12])[CH2:7][CH2:6]2)[CH2:3][CH2:2]1.[OH-].[K+], predict the reaction product. The product is: [C:14]([O:13][C:11]([N:8]1[CH2:9][CH2:10][C:5]([CH2:4][CH:1]2[CH2:2][CH2:3]2)([C:18]([OH:20])=[O:19])[CH2:6][CH2:7]1)=[O:12])([CH3:17])([CH3:15])[CH3:16]. (4) Given the reactants [F:1][CH:2]([F:12])[C:3]1[CH:8]=[CH:7][CH:6]=[C:5]([N+:9]([O-])=O)[CH:4]=1.Cl, predict the reaction product. The product is: [F:1][CH:2]([F:12])[C:3]1[CH:4]=[C:5]([CH:6]=[CH:7][CH:8]=1)[NH2:9]. (5) Given the reactants [N+:1]([C:4]1[CH:12]=[C:11]2[C:7]([C:8]([CH:21]=[CH:22][C:23]3[CH:28]=[CH:27][CH:26]=[CH:25][CH:24]=3)=[N:9][N:10]2[CH2:13][O:14][CH2:15][CH2:16][Si:17]([CH3:20])([CH3:19])[CH3:18])=[CH:6][CH:5]=1)([O-])=O.Cl[Sn]Cl.O.[OH-].[Na+], predict the reaction product. The product is: [CH:21]([C:8]1[C:7]2[C:11](=[CH:12][C:4]([NH2:1])=[CH:5][CH:6]=2)[N:10]([CH2:13][O:14][CH2:15][CH2:16][Si:17]([CH3:19])([CH3:18])[CH3:20])[N:9]=1)=[CH:22][C:23]1[CH:28]=[CH:27][CH:26]=[CH:25][CH:24]=1. (6) Given the reactants [H-].[Na+].[Cl:3][C:4]1[CH:12]=[CH:11][CH:10]=[CH:9][C:5]=1[CH:6]=[N:7][OH:8].[F:13][C:14]1[C:15]([NH2:24])=[N:16][C:17](S(C)(=O)=O)=[N:18][CH:19]=1, predict the reaction product. The product is: [NH2:24][C:15]1[C:14]([F:13])=[CH:19][N:18]=[C:17]([O:8][N:7]=[CH:6][C:5]2[CH:9]=[CH:10][CH:11]=[CH:12][C:4]=2[Cl:3])[N:16]=1. (7) Given the reactants [F:1][C:2]1[CH:7]=[CH:6][C:5]([CH2:8][N:9]2[CH2:14][CH2:13][O:12][CH2:11][CH2:10]2)=[CH:4][C:3]=1[C:15](=[O:22])[CH2:16][C:17]([O:19][CH2:20][CH3:21])=[O:18].C(N(CC)CC)C.C1(C)C(S([N:39]=[N+:40]=[N-])(=O)=O)=CC=CC=1, predict the reaction product. The product is: [N+:39](=[C:16]([C:15]([C:3]1[CH:4]=[C:5]([CH2:8][N:9]2[CH2:14][CH2:13][O:12][CH2:11][CH2:10]2)[CH:6]=[CH:7][C:2]=1[F:1])=[O:22])[C:17]([O:19][CH2:20][CH3:21])=[O:18])=[N-:40]. (8) Given the reactants S(Cl)(Cl)=O.[NH:5]1[C:9](=[O:10])[CH2:8][CH2:7][CH:6]1[C:11]([OH:13])=O.[CH3:14][O:15][C:16]1[CH:17]=[C:18]2[C:23](=[C:24]3[CH2:28][C:27]([CH3:30])([CH3:29])[O:26][C:25]=13)[C:22]([C:31]1[CH:32]=[C:33]([NH2:37])[CH:34]=[CH:35][CH:36]=1)=[N:21][C:20]([CH3:39])([CH3:38])[CH2:19]2.C(N(CC)CC)C.[Cl-].[Na+], predict the reaction product. The product is: [O:10]=[C:9]1[NH:5][CH:6]([C:11]([NH:37][C:33]2[CH:34]=[CH:35][CH:36]=[C:31]([C:22]3[C:23]4[C:18](=[CH:17][C:16]([O:15][CH3:14])=[C:25]5[O:26][C:27]([CH3:29])([CH3:30])[CH2:28][C:24]5=4)[CH2:19][C:20]([CH3:39])([CH3:38])[N:21]=3)[CH:32]=2)=[O:13])[CH2:7][CH2:8]1.